From a dataset of Reaction yield outcomes from USPTO patents with 853,638 reactions. Predict the reaction yield, written as a fraction of the theoretical maximum amount of product (1.0 means a 100% yield; for example, 0.34 means a 34% yield). (1) The reactants are [Si:1]([O:8][CH2:9][CH2:10][C:11]1[CH:16]=[CH:15][C:14]([B:17]([OH:19])[OH:18])=[CH:13][C:12]=1[CH2:20]C)([C:4]([CH3:7])([CH3:6])[CH3:5])([CH3:3])[CH3:2].Br[C:23]1C=C(C)C(CCO[Si](C(C)(C)C)(C)C)=C(C)C=1.COB(OC)OC. No catalyst specified. The product is [Si:1]([O:8][CH2:9][CH2:10][C:11]1[C:12]([CH3:20])=[CH:13][C:14]([B:17]([OH:18])[OH:19])=[CH:15][C:16]=1[CH3:23])([C:4]([CH3:5])([CH3:7])[CH3:6])([CH3:2])[CH3:3]. The yield is 0.450. (2) The reactants are [F:1][C:2]1[CH:7]=[CH:6][C:5]([NH:8][C:9](=[O:14])[CH2:10][C:11]([OH:13])=O)=[CH:4][CH:3]=1.C(N(CC)CC)C.[NH2:22][C:23]1[CH:28]=[CH:27][C:26]([OH:29])=[C:25]([F:30])[CH:24]=1.CN([P+](ON1N=NC2C=CC=CC1=2)(N(C)C)N(C)C)C.F[P-](F)(F)(F)(F)F. The catalyst is CN(C)C=O. The product is [F:30][C:25]1[CH:24]=[C:23]([NH:22][C:11](=[O:13])[CH2:10][C:9]([NH:8][C:5]2[CH:4]=[CH:3][C:2]([F:1])=[CH:7][CH:6]=2)=[O:14])[CH:28]=[CH:27][C:26]=1[OH:29]. The yield is 0.690.